From a dataset of NCI-60 drug combinations with 297,098 pairs across 59 cell lines. Regression. Given two drug SMILES strings and cell line genomic features, predict the synergy score measuring deviation from expected non-interaction effect. (1) Drug 1: C1=CC(=CC=C1CCCC(=O)O)N(CCCl)CCCl. Drug 2: C1=NC(=NC(=O)N1C2C(C(C(O2)CO)O)O)N. Cell line: HT29. Synergy scores: CSS=22.1, Synergy_ZIP=-3.23, Synergy_Bliss=0.0917, Synergy_Loewe=-3.46, Synergy_HSA=0.164. (2) Drug 1: CN1C2=C(C=C(C=C2)N(CCCl)CCCl)N=C1CCCC(=O)O.Cl. Drug 2: CN(CC1=CN=C2C(=N1)C(=NC(=N2)N)N)C3=CC=C(C=C3)C(=O)NC(CCC(=O)O)C(=O)O. Cell line: MDA-MB-231. Synergy scores: CSS=-2.41, Synergy_ZIP=2.99, Synergy_Bliss=3.66, Synergy_Loewe=-5.86, Synergy_HSA=-4.06.